This data is from Full USPTO retrosynthesis dataset with 1.9M reactions from patents (1976-2016). The task is: Predict the reactants needed to synthesize the given product. Given the product [Br:1][C:2]1[C:12]([O:13][CH2:14][C:15]([NH2:17])=[O:16])=[C:11]([Br:18])[CH:10]=[CH:9][C:3]=1[C:4]([OH:6])=[O:5], predict the reactants needed to synthesize it. The reactants are: [Br:1][C:2]1[C:12]([O:13][CH2:14][C:15]([NH2:17])=[O:16])=[C:11]([Br:18])[CH:10]=[CH:9][C:3]=1[C:4]([O:6]CC)=[O:5].[OH-].[Na+].